Dataset: Catalyst prediction with 721,799 reactions and 888 catalyst types from USPTO. Task: Predict which catalyst facilitates the given reaction. (1) Reactant: [O:1]1[CH2:6][CH2:5][O:4][C:3]2[CH:7]=[C:8]([C:11]([NH:13][C:14]3[CH:35]=[CH:34][C:17]([CH2:18][N:19]4[C:27]5[C:22](=[CH:23][CH:24]=[CH:25][CH:26]=5)[C:21]([CH2:28][C:29]([O:31]CC)=[O:30])=[N:20]4)=[CH:16][CH:15]=3)=[O:12])[CH:9]=[CH:10][C:2]1=2.O.[OH-].[Li+].O.Cl. Product: [O:1]1[CH2:6][CH2:5][O:4][C:3]2[CH:7]=[C:8]([C:11]([NH:13][C:14]3[CH:35]=[CH:34][C:17]([CH2:18][N:19]4[C:27]5[C:22](=[CH:23][CH:24]=[CH:25][CH:26]=5)[C:21]([CH2:28][C:29]([OH:31])=[O:30])=[N:20]4)=[CH:16][CH:15]=3)=[O:12])[CH:9]=[CH:10][C:2]1=2. The catalyst class is: 7. (2) Reactant: [C:1]([C:4]1[CH:5]=[C:6]([O:21][C:22]([F:25])([F:24])[F:23])[CH:7]=[C:8]2[C:13]=1[O:12][CH:11]([C:14]([F:17])([F:16])[F:15])[C:10]([C:18]([OH:20])=[O:19])=[CH:9]2)#[C:2][CH3:3]. Product: [CH2:1]([C:4]1[CH:5]=[C:6]([O:21][C:22]([F:25])([F:23])[F:24])[CH:7]=[C:8]2[C:13]=1[O:12][CH:11]([C:14]([F:17])([F:16])[F:15])[C:10]([C:18]([OH:20])=[O:19])=[CH:9]2)[CH2:2][CH3:3]. The catalyst class is: 256. (3) Reactant: Cl.Cl.[NH:3]1[CH2:8][CH2:7][CH:6](/[CH:9]=[C:10]2/[C:11]([NH:16][CH2:17][C:18]#[CH:19])=[N:12][C:13](=[O:15])[S:14]/2)[CH2:5][CH2:4]1.C(=O)([O-])[O-].[K+].[K+].[Cl:26][C:27]1[CH:32]=[CH:31][C:30]([CH2:33]Cl)=[CH:29][CH:28]=1.O. Product: [Cl:26][C:27]1[CH:32]=[CH:31][C:30]([CH2:33][N:3]2[CH2:8][CH2:7][CH:6](/[CH:9]=[C:10]3/[C:11]([NH:16][CH2:17][C:18]#[CH:19])=[N:12][C:13](=[O:15])[S:14]/3)[CH2:5][CH2:4]2)=[CH:29][CH:28]=1. The catalyst class is: 3.